The task is: Predict the product of the given reaction.. This data is from Forward reaction prediction with 1.9M reactions from USPTO patents (1976-2016). (1) Given the reactants [Si](O[C:9]1[C:10](=[O:28])[N:11]([CH2:21][CH:22]([O:24][CH2:25][O:26][CH3:27])[CH3:23])[C:12]2[C:17]([N:18]=1)=[CH:16][CH:15]=[C:14]([O:19][CH3:20])[CH:13]=2)(C(C)(C)C)(C)C.[F-].C([N+](CCCC)(CCCC)CCCC)CCC.[O:47]1CCCC1, predict the reaction product. The product is: [OH:47][CH2:23][CH:22]([O:24][CH2:25][O:26][CH3:27])[CH2:21][N:11]1[C:12]2[C:17](=[CH:16][CH:15]=[C:14]([O:19][CH3:20])[CH:13]=2)[N:18]=[CH:9][C:10]1=[O:28]. (2) Given the reactants [CH:1]1[C:13]2[NH:12][C:11]3[C:6](=[CH:7][CH:8]=[CH:9][CH:10]=3)[C:5]=2[CH:4]=[C:3]([C:14]([OH:16])=O)[CH:2]=1.[C:17]12([NH2:27])[CH2:26][CH:21]3[CH2:22][CH:23]([CH2:25][CH:19]([CH2:20]3)[CH2:18]1)[CH2:24]2, predict the reaction product. The product is: [C:17]12([NH:27][C:14]([C:3]3[CH:2]=[CH:1][C:13]4[N:12]([CH2:3][CH2:2][CH2:1][CH2:13][CH3:5])[C:11]5[C:6]([C:5]=4[CH:4]=3)=[CH:7][CH:8]=[CH:9][CH:10]=5)=[O:16])[CH2:24][CH:23]3[CH2:22][CH:21]([CH2:20][CH:19]([CH2:25]3)[CH2:18]1)[CH2:26]2. (3) Given the reactants [N:1]1[C:10]2[C:5](=[CH:6][CH:7]=[CH:8][C:9]=2[S:11]([N:14]2[CH2:21][C:20]3[CH:22]=[CH:23][CH:24]=[CH:25][C:19]=3[CH2:18][O:17][CH2:16][C@H:15]2[CH2:26][C:27](O)=[O:28])(=[O:13])=[O:12])[CH:4]=[CH:3][CH:2]=1.O=S(Cl)Cl.[NH2:34][CH2:35][C:36]([C:38]1[CH:43]=[CH:42][CH:41]=[CH:40][CH:39]=1)=[O:37].C(N(CC)CC)C, predict the reaction product. The product is: [O:37]=[C:36]([C:38]1[CH:43]=[CH:42][CH:41]=[CH:40][CH:39]=1)[CH2:35][NH:34][C:27](=[O:28])[CH2:26][C@H:15]1[N:14]([S:11]([C:9]2[CH:8]=[CH:7][CH:6]=[C:5]3[C:10]=2[N:1]=[CH:2][CH:3]=[CH:4]3)(=[O:12])=[O:13])[CH2:21][C:20]2[CH:22]=[CH:23][CH:24]=[CH:25][C:19]=2[CH2:18][O:17][CH2:16]1. (4) Given the reactants I[C:2]1[CH:3]=[C:4]2[C:8](=[CH:9][CH:10]=1)[NH:7][C:6](=[O:11])[C:5]2=[N:12][NH:13][C:14](=[O:23])[CH2:15][C:16]1[CH:21]=[CH:20][C:19]([F:22])=[CH:18][CH:17]=1.[CH3:24][N:25]([CH3:29])[CH2:26][C:27]#[CH:28], predict the reaction product. The product is: [CH3:24][N:25]([CH3:29])[CH2:26][C:27]#[C:28][C:2]1[CH:3]=[C:4]2[C:8](=[CH:9][CH:10]=1)[NH:7][C:6](=[O:11])/[C:5]/2=[N:12]\[NH:13][C:14](=[O:23])[CH2:15][C:16]1[CH:21]=[CH:20][C:19]([F:22])=[CH:18][CH:17]=1.